From a dataset of Reaction yield outcomes from USPTO patents with 853,638 reactions. Predict the reaction yield, written as a fraction of the theoretical maximum amount of product (1.0 means a 100% yield; for example, 0.34 means a 34% yield). (1) The reactants are [CH2:1]([N:8]([CH3:19])[C:9]1[CH:10]=[CH:11][C:12]2[N:13]([C:15](Br)=[CH:16][N:17]=2)[N:14]=1)[C:2]1[CH:7]=[CH:6][CH:5]=[CH:4][CH:3]=1.[CH3:20][O:21][C:22]1[CH:27]=[C:26]([N+:28]([O-:30])=[O:29])[CH:25]=[CH:24][C:23]=1B1OC(C)(C)C(C)(C)O1.C(=O)([O-])[O-].[Na+].[Na+].C([O-])(O)=O.[Na+]. The catalyst is C1COCC1. The product is [CH2:1]([N:8]([CH3:19])[C:9]1[CH:10]=[CH:11][C:12]2[N:13]([C:15]([C:23]3[CH:24]=[CH:25][C:26]([N+:28]([O-:30])=[O:29])=[CH:27][C:22]=3[O:21][CH3:20])=[CH:16][N:17]=2)[N:14]=1)[C:2]1[CH:7]=[CH:6][CH:5]=[CH:4][CH:3]=1. The yield is 0.680. (2) The reactants are [F:1][C:2]([F:16])([F:15])[C:3]1[C:4]([N:9]2[CH2:14][CH2:13][NH:12][CH2:11][CH2:10]2)=[N:5][CH:6]=[CH:7][CH:8]=1.[CH3:17][C:18]1([CH3:26])[C:20]([CH3:22])([CH3:21])[CH:19]1[C:23](O)=[O:24].F[P-](F)(F)(F)(F)F.N1(O[P+](N(C)C)(N(C)C)N(C)C)C2C=CC=CC=2N=N1. The catalyst is CN(C)C=O. The product is [CH3:17][C:18]1([CH3:26])[C:20]([CH3:22])([CH3:21])[CH:19]1[C:23]([N:12]1[CH2:11][CH2:10][N:9]([C:4]2[C:3]([C:2]([F:1])([F:15])[F:16])=[CH:8][CH:7]=[CH:6][N:5]=2)[CH2:14][CH2:13]1)=[O:24]. The yield is 0.670. (3) The reactants are [Br:1][C:2]1[CH:3]=[C:4]2[C:9](=[CH:10][C:11]=1[O:12][CH3:13])[C:8](=[O:14])[NH:7][C:6](=[O:15])/[C:5]/2=[CH:16]/OC.[N:19]1([CH2:25][C:26]2[CH:31]=[CH:30][C:29]([NH2:32])=[CH:28][CH:27]=2)[CH2:24][CH2:23][CH2:22][CH2:21][CH2:20]1. The catalyst is CN(C)C=O. The product is [Br:1][C:2]1[CH:3]=[C:4]2[C:9](=[CH:10][C:11]=1[O:12][CH3:13])[C:8](=[O:14])[NH:7][C:6](=[O:15])[C:5]2=[CH:16][NH:32][C:29]1[CH:28]=[CH:27][C:26]([CH2:25][N:19]2[CH2:24][CH2:23][CH2:22][CH2:21][CH2:20]2)=[CH:31][CH:30]=1. The yield is 0.570. (4) The reactants are [OH:1][C:2]1[CH:3]=[C:4]2[C:9](=[CH:10][C:11]=1[O:12][CH3:13])[N:8]=[CH:7][NH:6][C:5]2=[O:14].O.[C:16](O)(=[O:18])[CH3:17]. The catalyst is Br. The product is [C:16]([O:1][C:2]1[CH:3]=[C:4]2[C:9](=[CH:10][C:11]=1[O:12][CH3:13])[N:8]=[CH:7][NH:6][C:5]2=[O:14])(=[O:18])[CH3:17]. The yield is 0.740. (5) The reactants are [C:1]([C:4]1[C:9]([C:10]2[CH:15]=[CH:14][CH:13]=[CH:12][CH:11]=2)=[N:8][N:7]([CH2:16][CH3:17])[C:6](=[O:18])[C:5]=1[N+:19]([O-])=O)(=[O:3])[CH3:2].N[C:23]1[N:28]=[CH:27][CH:26]=[CH:25][N:24]=1. The catalyst is C(O)C. The product is [C:1]([C:4]1[C:9]([C:10]2[CH:15]=[CH:14][CH:13]=[CH:12][CH:11]=2)=[N:8][N:7]([CH2:16][CH3:17])[C:6](=[O:18])[C:5]=1[NH:19][C:23]1[N:28]=[CH:27][CH:26]=[CH:25][N:24]=1)(=[O:3])[CH3:2]. The yield is 0.356. (6) The yield is 0.920. The product is [CH2:32]([O:15][C:8]1[CH:9]=[C:10]([CH:13]=[CH:14][C:7]=1[O:6][CH2:5][C:4]1[CH:16]=[CH:17][C:18]([C:20]([F:23])([F:22])[F:21])=[CH:19][C:3]=1[C:2]([F:24])([F:25])[F:1])[CH:11]=[O:12])[C:33]1[CH:38]=[CH:37][CH:36]=[CH:35][CH:34]=1. The catalyst is CN(C=O)C. The reactants are [F:1][C:2]([F:25])([F:24])[C:3]1[CH:19]=[C:18]([C:20]([F:23])([F:22])[F:21])[CH:17]=[CH:16][C:4]=1[CH2:5][O:6][C:7]1[CH:14]=[CH:13][C:10]([CH:11]=[O:12])=[CH:9][C:8]=1[OH:15].C(=O)([O-])[O-].[K+].[K+].[CH2:32](Br)[C:33]1[CH:38]=[CH:37][CH:36]=[CH:35][CH:34]=1.O.